This data is from Reaction yield outcomes from USPTO patents with 853,638 reactions. The task is: Predict the reaction yield, written as a fraction of the theoretical maximum amount of product (1.0 means a 100% yield; for example, 0.34 means a 34% yield). The reactants are Cl.[Cl:2][C:3]1[CH:8]=[CH:7][C:6]([S:9]([C:12]2([C:18]3[CH:23]=[C:22]([F:24])[CH:21]=[CH:20][C:19]=3[F:25])[CH2:17][CH2:16][NH:15][CH2:14][CH2:13]2)(=[O:11])=[O:10])=[CH:5][CH:4]=1.[CH3:26][N:27]([CH3:32])[CH2:28][C:29](O)=[O:30].CN1CCOCC1.Cl.C(N=C=NCCCN(C)C)C.C(=O)(O)[O-].[Na+]. The catalyst is ClCCl.C(OC(C)C)(C)C. The product is [Cl:2][C:3]1[CH:8]=[CH:7][C:6]([S:9]([C:12]2([C:18]3[CH:23]=[C:22]([F:24])[CH:21]=[CH:20][C:19]=3[F:25])[CH2:17][CH2:16][N:15]([C:29](=[O:30])[CH2:28][N:27]([CH3:32])[CH3:26])[CH2:14][CH2:13]2)(=[O:10])=[O:11])=[CH:5][CH:4]=1. The yield is 0.620.